Dataset: Catalyst prediction with 721,799 reactions and 888 catalyst types from USPTO. Task: Predict which catalyst facilitates the given reaction. (1) Reactant: [NH2:1][C:2]1[N:11]=[CH:10][C:9]2[C:8](SC)=[N:7][CH:6]=[N:5][C:4]=2[CH:3]=1.Cl.[NH2:15][C:16]1[CH:21]=[CH:20][CH:19]=[CH:18][C:17]=1[C:22]([F:25])([F:24])[F:23].NC1C=CC=CC=1C(F)(F)F.C([O-])(O)=O.[Na+]. Product: [NH2:1][C:2]1[N:11]=[CH:10][C:9]2[C:8]([NH:15][C:16]3[CH:21]=[CH:20][CH:19]=[CH:18][C:17]=3[C:22]([F:23])([F:24])[F:25])=[N:7][CH:6]=[N:5][C:4]=2[CH:3]=1. The catalyst class is: 254. (2) Reactant: [CH3:1][C:2]1[CH:7]=[C:6]([CH3:8])[CH:5]=[C:4]([CH3:9])[C:3]=1[CH2:10][C:11]#[N:12].Cl[C:14]1[CH:19]=[N:18][CH:17]=[CH:16][N:15]=1.CC(C)([O-])C.[K+]. Product: [N:15]1[CH:16]=[CH:17][N:18]=[CH:19][C:14]=1[CH:10]([C:3]1[C:4]([CH3:9])=[CH:5][C:6]([CH3:8])=[CH:7][C:2]=1[CH3:1])[C:11]#[N:12]. The catalyst class is: 683. (3) Reactant: Cl[C:2]1[CH:3]=[CH:4][C:5]([N+:24]([O-:26])=[O:25])=[C:6]([CH:23]=1)[C:7]([NH:9][C:10]1[CH:14]=[CH:13][N:12]([C:15]2[CH:20]=[CH:19][C:18]([CH3:21])=[C:17]([CH3:22])[CH:16]=2)[N:11]=1)=[O:8].C(=O)([O-])[O-].[K+].[K+].[NH:33]1[CH2:38][CH2:37][CH2:36][CH2:35][CH2:34]1. Product: [CH3:22][C:17]1[CH:16]=[C:15]([N:12]2[CH:13]=[CH:14][C:10]([NH:9][C:7](=[O:8])[C:6]3[CH:23]=[C:2]([N:33]4[CH2:38][CH2:37][CH2:36][CH2:35][CH2:34]4)[CH:3]=[CH:4][C:5]=3[N+:24]([O-:26])=[O:25])=[N:11]2)[CH:20]=[CH:19][C:18]=1[CH3:21]. The catalyst class is: 9. (4) Reactant: F[C:2](F)(F)[C:3](O)=O.[CH3:8][CH:9]([CH3:26])[CH2:10][C@@H:11]([B:13]1[O:17][C@@H:16]2[CH2:18][C@@H:19]3[CH2:22][C@H:21]([C@:15]2([CH3:25])[O:14]1)[C:20]3([CH3:24])[CH3:23])[NH2:12].C(N(CC)C(C)C)(C)C.F[B-](F)(F)F.[N:41]1(OC(N(C)C)=[N+](C)C)[C:45]2C=CC=C[C:44]=2[N:43]=N1.C(O[C:63]([NH:65][C@H:66]([C:74]([OH:76])=O)[CH2:67][C:68]1[CH:73]=[CH:72][CH:71]=[CH:70][CH:69]=1)=[O:64])(C)(C)C. Product: [CH3:8][CH:9]([CH3:26])[CH2:10][C@H:11]([NH:12][C:74](=[O:76])[C@H:66]([CH2:67][C:68]1[CH:69]=[CH:70][CH:71]=[CH:72][CH:73]=1)[NH:65][C:63]([C:3]1[CH:2]=[N:43][CH:44]=[CH:45][N:41]=1)=[O:64])[B:13]1[O:17][C@@H:16]2[CH2:18][C@@H:19]3[CH2:22][C@H:21]([C@:15]2([CH3:25])[O:14]1)[C:20]3([CH3:24])[CH3:23]. The catalyst class is: 4.